Dataset: Forward reaction prediction with 1.9M reactions from USPTO patents (1976-2016). Task: Predict the product of the given reaction. Given the reactants [CH3:1][NH2:2].CO[C:5]([C@@H:7]1[O:11][C:10](=[O:12])[N:9]([C:13]2[CH:14]=[C:15]3[C:19](=[CH:20][CH:21]=2)[N:18]([CH3:22])[C:17](=[O:23])[CH2:16]3)[CH2:8]1)=[O:6], predict the reaction product. The product is: [CH3:1][NH:2][C:5]([CH:7]1[O:11][C:10](=[O:12])[N:9]([C:13]2[CH:14]=[C:15]3[C:19](=[CH:20][CH:21]=2)[N:18]([CH3:22])[C:17](=[O:23])[CH2:16]3)[CH2:8]1)=[O:6].